Dataset: Forward reaction prediction with 1.9M reactions from USPTO patents (1976-2016). Task: Predict the product of the given reaction. (1) Given the reactants [CH3:1][C:2]1[C:11](B2OC(C)(C)C(C)(C)O2)=[CH:10][CH:9]=[C:8]2[C:3]=1[CH2:4][CH2:5][N:6]([C:21]([O:23][C:24]([CH3:27])([CH3:26])[CH3:25])=[O:22])[CH2:7]2.Br[C:29]1[S:33][C:32]([C:34]2[CH:35]=[CH:36][C:37]([O:42][CH:43]([CH3:45])[CH3:44])=[C:38]([CH:41]=2)[C:39]#[N:40])=[N:31][N:30]=1.C([O-])([O-])=O.[K+].[K+].O, predict the reaction product. The product is: [C:39]([C:38]1[CH:41]=[C:34]([C:32]2[S:33][C:29]([C:11]3[C:2]([CH3:1])=[C:3]4[C:8](=[CH:9][CH:10]=3)[CH2:7][N:6]([C:21]([O:23][C:24]([CH3:26])([CH3:27])[CH3:25])=[O:22])[CH2:5][CH2:4]4)=[N:30][N:31]=2)[CH:35]=[CH:36][C:37]=1[O:42][CH:43]([CH3:45])[CH3:44])#[N:40]. (2) Given the reactants [NH:1]([C:3]1[CH:11]=[CH:10][C:6]([C:7]([OH:9])=[O:8])=[CH:5][CH:4]=1)N.[CH:12]([N:15]1[CH2:20][CH2:19][C:18](=O)[CH2:17][CH2:16]1)([CH3:14])[CH3:13].Cl, predict the reaction product. The product is: [CH:12]([N:15]1[CH2:20][CH2:19][C:18]2[NH:1][C:3]3[CH:11]=[CH:10][C:6]([C:7]([OH:9])=[O:8])=[CH:5][C:4]=3[C:17]=2[CH2:16]1)([CH3:14])[CH3:13]. (3) Given the reactants Cl[C:2]1[CH:9]=[CH:8][C:5]([C:6]#[N:7])=[CH:4][C:3]=1[C:10]([F:13])([F:12])[F:11].CN1CCCC1=O.Br[Mg][CH2:23][CH:24]([CH3:26])[CH3:25].Cl, predict the reaction product. The product is: [CH2:23]([C:2]1[CH:9]=[CH:8][C:5]([C:6]#[N:7])=[CH:4][C:3]=1[C:10]([F:13])([F:12])[F:11])[CH:24]([CH3:26])[CH3:25]. (4) Given the reactants [O:1]1[CH2:6][CH2:5][N:4]([CH2:7][C:8]2[CH:29]=[CH:28][CH:27]=[CH:26][C:9]=2[O:10][CH2:11][CH2:12][N:13]2[C:21]3[C:16](=[CH:17][CH:18]=[C:19]([C:22](OC)=[O:23])[CH:20]=3)[CH:15]=[CH:14]2)[CH2:3][CH2:2]1.[OH-:30].[Na+].[NH2:32]O.O, predict the reaction product. The product is: [O:1]1[CH2:2][CH2:3][N:4]([CH2:7][C:8]2[CH:29]=[CH:28][CH:27]=[CH:26][C:9]=2[O:10][CH2:11][CH2:12][N:13]2[C:21]3[C:16](=[CH:17][CH:18]=[C:19]([C:22]([NH:32][OH:30])=[O:23])[CH:20]=3)[CH:15]=[CH:14]2)[CH2:5][CH2:6]1. (5) Given the reactants [Cl:1][C:2]1[N:11]=[CH:10][C:9]2[NH:8][CH2:7][C@@H:6]3[CH2:12][O:13][CH2:14][CH2:15][N:5]3[C:4]=2[N:3]=1.CC(C)([O-])C.[Na+].Cl[CH2:23][C:24]1[CH:25]=[N:26][N:27]([CH3:29])[CH:28]=1, predict the reaction product. The product is: [Cl:1][C:2]1[N:11]=[CH:10][C:9]2[N:8]([CH2:23][C:24]3[CH:25]=[N:26][N:27]([CH3:29])[CH:28]=3)[CH2:7][C@@H:6]3[CH2:12][O:13][CH2:14][CH2:15][N:5]3[C:4]=2[N:3]=1. (6) Given the reactants O[C:2]1[CH:10]=[C:9]2[C:5]([CH2:6][O:7][C:8]2=[O:11])=[CH:4][CH:3]=1.[C:12]([O-])([O-])=[O:13].[K+].[K+].S(OC)([O:21][CH3:22])(=O)=O, predict the reaction product. The product is: [O:13]([C:4]1[CH:3]=[CH:2][CH:10]=[C:9]2[C:5]=1[CH2:6][O:7][C:8]2=[O:11])[CH3:12].[O:21]([C:10]1[CH:2]=[CH:3][CH:4]=[C:5]2[C:9]=1[C:8](=[O:11])[O:7][CH2:6]2)[CH3:22]. (7) Given the reactants Br[C:2]1[C:3]([C:22]2[N:27]=[CH:26][CH:25]=[CH:24][N:23]=2)=[N:4][N:5]([CH2:14][C:15]2[CH:20]=[CH:19][CH:18]=[CH:17][C:16]=2[F:21])[C:6]=1[C:7]1[CH:12]=[CH:11][C:10]([CH3:13])=[CH:9][CH:8]=1.[Cu][C:29]#[N:30].[OH-].[NH4+], predict the reaction product. The product is: [F:21][C:16]1[CH:17]=[CH:18][CH:19]=[CH:20][C:15]=1[CH2:14][N:5]1[C:6]([C:7]2[CH:12]=[CH:11][C:10]([CH3:13])=[CH:9][CH:8]=2)=[C:2]([C:29]#[N:30])[C:3]([C:22]2[N:27]=[CH:26][CH:25]=[CH:24][N:23]=2)=[N:4]1.